From a dataset of Rat liver microsome stability data. Regression/Classification. Given a drug SMILES string, predict its absorption, distribution, metabolism, or excretion properties. Task type varies by dataset: regression for continuous measurements (e.g., permeability, clearance, half-life) or binary classification for categorical outcomes (e.g., BBB penetration, CYP inhibition). Dataset: rlm. (1) The compound is Cc1noc(C)c1-c1cc2c(cc(C)n2C)c(-c2cnn(C)c2)n1. The result is 0 (unstable in rat liver microsomes). (2) The drug is CCN(CCCOc1ccc2c(Nc3cc(CC(=O)Nc4cccc(F)c4)[nH]n3)ncnc2c1)CCOP(=O)(O)O. The result is 0 (unstable in rat liver microsomes). (3) The compound is NC(=O)C1CCN(c2nc(-c3ccccc3)cs2)CC1. The result is 1 (stable in rat liver microsomes). (4) The compound is C[C@H]1CN(CCCc2ccccc2)CC[C@@]1(C)c1cccc(O)c1. The result is 1 (stable in rat liver microsomes). (5) The compound is O=C(Nc1ccc(S(=O)(=O)Nc2nccs2)cc1)c1ccccn1. The result is 1 (stable in rat liver microsomes). (6) The drug is O=C(c1cccn2ccnc12)N1CCN(CCc2ccc(F)cc2F)CC1. The result is 1 (stable in rat liver microsomes). (7) The compound is C[C@@H](Oc1nc(-c2cnn(C)c2)cc2nscc12)[C@H]1CNC(=O)C1. The result is 0 (unstable in rat liver microsomes).